From a dataset of Catalyst prediction with 721,799 reactions and 888 catalyst types from USPTO. Predict which catalyst facilitates the given reaction. Reactant: [Br:1][C:2]1[CH:3]=[C:4]2[C:8](=[CH:9][CH:10]=1)[NH:7][CH:6]=[CH:5]2.[BH3-]C#N.[Na+]. Product: [Br:1][C:2]1[CH:3]=[C:4]2[C:8](=[CH:9][CH:10]=1)[NH:7][CH2:6][CH2:5]2. The catalyst class is: 86.